This data is from NCI-60 drug combinations with 297,098 pairs across 59 cell lines. The task is: Regression. Given two drug SMILES strings and cell line genomic features, predict the synergy score measuring deviation from expected non-interaction effect. Drug 1: CS(=O)(=O)C1=CC(=C(C=C1)C(=O)NC2=CC(=C(C=C2)Cl)C3=CC=CC=N3)Cl. Drug 2: CS(=O)(=O)OCCCCOS(=O)(=O)C. Cell line: KM12. Synergy scores: CSS=22.9, Synergy_ZIP=-4.04, Synergy_Bliss=-5.42, Synergy_Loewe=-2.50, Synergy_HSA=-1.78.